The task is: Predict the product of the given reaction.. This data is from Forward reaction prediction with 1.9M reactions from USPTO patents (1976-2016). (1) Given the reactants [N:1]1[CH:6]=[CH:5][CH:4]=[CH:3][C:2]=1[CH:7]=O.[OH2:9].Cl.[NH2:11]O.[OH-].[Na+], predict the reaction product. The product is: [N:1]1[CH:6]=[CH:5][CH:4]=[CH:3][C:2]=1[CH:7]=[N:11][OH:9]. (2) Given the reactants [OH:1][CH:2]1[CH2:5][N:4]([C:6]([O:8][C:9]([CH3:12])([CH3:11])[CH3:10])=[O:7])[CH2:3]1.CCN(CC)CC.[CH3:20][S:21](Cl)(=[O:23])=[O:22], predict the reaction product. The product is: [CH3:20][S:21]([O:1][CH:2]1[CH2:3][N:4]([C:6]([O:8][C:9]([CH3:12])([CH3:11])[CH3:10])=[O:7])[CH2:5]1)(=[O:23])=[O:22]. (3) Given the reactants [C:1](OC(=O)C)(=[O:3])[CH3:2].[NH2:8][C:9]1[N:14]=[CH:13][C:12]([O:15][C:16]2[C:17]([CH:31]3[CH2:35][CH2:34][CH2:33][N:32]3[C:36](=[O:38])[CH3:37])=[CH:18][C:19]3[NH:23][C:22]([C:24]4[CH:29]=[CH:28][CH:27]=[CH:26][N:25]=4)=[N:21][C:20]=3[CH:30]=2)=[CH:11][CH:10]=1, predict the reaction product. The product is: [C:36]([N:32]1[CH2:33][CH2:34][CH2:35][CH:31]1[C:17]1[C:16]([O:15][C:12]2[CH:11]=[CH:10][C:9]([NH:8][C:1](=[O:3])[CH3:2])=[N:14][CH:13]=2)=[CH:30][C:20]2[N:21]=[C:22]([C:24]3[CH:29]=[CH:28][CH:27]=[CH:26][N:25]=3)[NH:23][C:19]=2[CH:18]=1)(=[O:38])[CH3:37]. (4) Given the reactants [NH2:1][C:2]1[C:11](I)=[CH:10][C:9]([C:13]([F:16])([F:15])[F:14])=[CH:8][C:3]=1[C:4]([O:6][CH3:7])=[O:5].[CH3:17]B1OB(C)OB(C)O1.C(=O)([O-])[O-].[Cs+].[Cs+], predict the reaction product. The product is: [NH2:1][C:2]1[C:11]([CH3:17])=[CH:10][C:9]([C:13]([F:16])([F:15])[F:14])=[CH:8][C:3]=1[C:4]([O:6][CH3:7])=[O:5]. (5) Given the reactants [CH:1]([C:3]1[CH:13]=[CH:12][C:6]([O:7][CH2:8][C:9]([OH:11])=[O:10])=[CH:5][CH:4]=1)=[O:2].OS(O)(=O)=O.[CH3:19][CH2:20]O, predict the reaction product. The product is: [CH:1]([C:3]1[CH:13]=[CH:12][C:6]([O:7][CH2:8][C:9]([O:11][CH2:19][CH3:20])=[O:10])=[CH:5][CH:4]=1)=[O:2]. (6) Given the reactants [C:1]([O:5][C:6](=[O:22])[NH:7][C:8]1[CH:13]=[CH:12][C:11]([C:14]2[CH:19]=[CH:18][CH:17]=[CH:16][C:15]=2[F:20])=[CH:10][C:9]=1[NH2:21])([CH3:4])([CH3:3])[CH3:2].C([O:25][C:26](=O)[CH2:27][C:28](=[O:40])[C:29]1[CH:34]=[CH:33][CH:32]=[C:31]([N:35]2[CH:39]=[CH:38][N:37]=[N:36]2)[CH:30]=1)C, predict the reaction product. The product is: [C:1]([O:5][C:6](=[O:22])[NH:7][C:8]1[CH:13]=[CH:12][C:11]([C:14]2[CH:19]=[CH:18][CH:17]=[CH:16][C:15]=2[F:20])=[CH:10][C:9]=1[NH:21][C:26](=[O:25])[CH2:27][C:28](=[O:40])[C:29]1[CH:34]=[CH:33][CH:32]=[C:31]([N:35]2[CH:39]=[CH:38][N:37]=[N:36]2)[CH:30]=1)([CH3:4])([CH3:2])[CH3:3]. (7) Given the reactants [F:1][C:2]1[CH:7]=[CH:6][C:5](B2OC(C)(C)C(C)(C)O2)=[CH:4][C:3]=1[C:17]([F:20])([F:19])[F:18].[Cl:21][C:22]1[CH:23]=[C:24]([CH2:28][N:29]2[CH:33]=[CH:32][N:31]=[C:30]2[CH3:34])[N:25]=[N:26][CH:27]=1, predict the reaction product. The product is: [ClH:21].[F:1][C:2]1[CH:7]=[CH:6][C:5]([C:22]2[CH:23]=[C:24]([CH2:28][N:29]3[CH:33]=[CH:32][N:31]=[C:30]3[CH3:34])[N:25]=[N:26][CH:27]=2)=[CH:4][C:3]=1[C:17]([F:18])([F:19])[F:20].